Dataset: HIV replication inhibition screening data with 41,000+ compounds from the AIDS Antiviral Screen. Task: Binary Classification. Given a drug SMILES string, predict its activity (active/inactive) in a high-throughput screening assay against a specified biological target. (1) The drug is COC(=O)C(CCSC)NC(=O)Cc1ccc(C(=O)c2ccccc2)cc1. The result is 0 (inactive). (2) The drug is CCCc1nc(N)nc(C(=O)Nc2cccc(C(F)(F)F)c2)c1CC. The result is 0 (inactive). (3) The compound is Br[Sn]12c3ccccc3CN(Cc3ccccc31)Cc1ccccc12. The result is 0 (inactive). (4) The molecule is COc1ccccc1C=CC(=O)N1CCC2(CC1)C(=O)N(C)CN2c1ccccc1. The result is 0 (inactive).